Dataset: Full USPTO retrosynthesis dataset with 1.9M reactions from patents (1976-2016). Task: Predict the reactants needed to synthesize the given product. Given the product [F:1][C:2]1[CH:3]=[CH:4][C:5]([O:25][CH3:26])=[C:6]([C@H:8]2[CH2:12][CH2:11][CH2:10][N:9]2[C:13]2[CH:18]=[CH:17][N:16]3[N:19]=[CH:20][C:21]([C:22]([NH:35][CH2:34][CH2:33][N:30]4[CH2:31][CH2:32][O:27][CH2:28][CH2:29]4)=[O:23])=[C:15]3[N:14]=2)[CH:7]=1, predict the reactants needed to synthesize it. The reactants are: [F:1][C:2]1[CH:3]=[CH:4][C:5]([O:25][CH3:26])=[C:6]([C@H:8]2[CH2:12][CH2:11][CH2:10][N:9]2[C:13]2[CH:18]=[CH:17][N:16]3[N:19]=[CH:20][C:21]([C:22](O)=[O:23])=[C:15]3[N:14]=2)[CH:7]=1.[O:27]1[CH2:32][CH2:31][N:30]([CH2:33][CH2:34][NH2:35])[CH2:29][CH2:28]1.